From a dataset of Full USPTO retrosynthesis dataset with 1.9M reactions from patents (1976-2016). Predict the reactants needed to synthesize the given product. (1) Given the product [OH:18][CH2:17][C:11]1[C:10]2[N:9]([N:8]=[C:7]([CH2:19][O:20][CH:21]3[CH2:26][CH2:25][CH2:24][CH2:23][O:22]3)[C:6]=2[C:4]([OH:5])=[O:3])[C:14]([O:15][CH3:16])=[CH:13][CH:12]=1, predict the reactants needed to synthesize it. The reactants are: C([O:3][C:4]([C:6]1[C:7]([CH2:19][O:20][CH:21]2[CH2:26][CH2:25][CH2:24][CH2:23][O:22]2)=[N:8][N:9]2[C:14]([O:15][CH3:16])=[CH:13][CH:12]=[C:11]([CH2:17][OH:18])[C:10]=12)=[O:5])C.[OH-].[K+].O. (2) Given the product [CH3:37][N:36]1[CH2:35][CH2:34][CH2:33][N:32]([C:13]([C:12]2[CH:11]=[CH:10][C:9]([C:7]3[O:8][C:4]([C:1](=[O:3])[CH3:2])=[CH:5][CH:6]=3)=[CH:17][CH:16]=2)=[O:15])[CH2:31][CH2:38]1, predict the reactants needed to synthesize it. The reactants are: [C:1]([C:4]1[O:8][C:7]([C:9]2[CH:17]=[CH:16][C:12]([C:13]([OH:15])=O)=[CH:11][CH:10]=2)=[CH:6][CH:5]=1)(=[O:3])[CH3:2].C1C=CC2N(O)N=NC=2C=1.CCN=[C:31]=[N:32][CH2:33][CH2:34][CH2:35][N:36]([CH3:38])[CH3:37].CN1CCCNCC1.CCN(C(C)C)C(C)C. (3) Given the product [Cl:1][C:2]1[CH:7]=[CH:6][N:5]=[C:4]2[N:8]([S:27]([C:30]3[CH:35]=[CH:34][C:33]([CH3:36])=[CH:32][CH:31]=3)(=[O:29])=[O:28])[C:9]([C:11]3[C:19]4[C:14](=[CH:15][C:16]([O:22][CH3:23])=[C:17]([O:20][CH3:21])[CH:18]=4)[N:13]([CH2:24][CH2:25][N:43]4[CH2:48][CH2:47][CH:46]([CH2:49][CH2:50][OH:51])[CH2:45][CH2:44]4)[CH:12]=3)=[CH:10][C:3]=12, predict the reactants needed to synthesize it. The reactants are: [Cl:1][C:2]1[CH:7]=[CH:6][N:5]=[C:4]2[N:8]([S:27]([C:30]3[CH:35]=[CH:34][C:33]([CH3:36])=[CH:32][CH:31]=3)(=[O:29])=[O:28])[C:9]([C:11]3[C:19]4[C:14](=[CH:15][C:16]([O:22][CH3:23])=[C:17]([O:20][CH3:21])[CH:18]=4)[N:13]([CH2:24][CH2:25]I)[CH:12]=3)=[CH:10][C:3]=12.C(=O)([O-])[O-].[K+].[K+].[NH:43]1[CH2:48][CH2:47][CH:46]([CH2:49][CH2:50][OH:51])[CH2:45][CH2:44]1. (4) Given the product [CH:23]1([CH2:29][C@H:30]([NH:52][C:53]([C:55]2[O:56][CH:57]=[CH:58][CH:59]=2)=[O:54])[C:31](=[O:51])[NH:32][C@H:33]2[CH2:39][CH2:38][C@@H:37]([CH3:40])[N:36]([S:41]([C:44]3[CH:49]=[CH:48][CH:47]=[CH:46][N:45]=3)(=[O:43])=[O:42])[CH2:35][C:34]2=[O:50])[CH2:28][CH2:27][CH2:26][CH2:25][CH2:24]1, predict the reactants needed to synthesize it. The reactants are: CC(OI1(OC(C)=O)(OC(C)=O)OC(=O)C2C=CC=CC1=2)=O.[CH:23]1([CH2:29][C@H:30]([NH:52][C:53]([C:55]2[O:56][CH:57]=[CH:58][CH:59]=2)=[O:54])[C:31](=[O:51])[NH:32][C@H:33]2[CH2:39][CH2:38][C@@H:37]([CH3:40])[N:36]([S:41]([C:44]3[CH:49]=[CH:48][CH:47]=[CH:46][N:45]=3)(=[O:43])=[O:42])[CH2:35][C@@H:34]2[OH:50])[CH2:28][CH2:27][CH2:26][CH2:25][CH2:24]1. (5) Given the product [CH3:1][O:2][C:3]1[C:4]2[C:15]([C:16]3[CH:21]=[CH:20][CH:19]=[CH:18][CH:17]=3)=[C:14]([C:22]3[CH:27]=[CH:26][C:25]([C:28]4([NH:32][C:33](=[O:39])[O:34][C:35]([CH3:38])([CH3:37])[CH3:36])[CH2:31][CH2:30][CH2:29]4)=[CH:24][CH:23]=3)[O:13][C:5]=2[N:6]=[C:7]([NH:44][CH2:43][CH2:42][O:41][CH3:40])[N:8]=1, predict the reactants needed to synthesize it. The reactants are: [CH3:1][O:2][C:3]1[C:4]2[C:15]([C:16]3[CH:21]=[CH:20][CH:19]=[CH:18][CH:17]=3)=[C:14]([C:22]3[CH:27]=[CH:26][C:25]([C:28]4([NH:32][C:33](=[O:39])[O:34][C:35]([CH3:38])([CH3:37])[CH3:36])[CH2:31][CH2:30][CH2:29]4)=[CH:24][CH:23]=3)[O:13][C:5]=2[N:6]=[C:7](S(C)(=O)=O)[N:8]=1.[CH3:40][O:41][CH2:42][CH2:43][NH2:44].C(Cl)Cl.O. (6) Given the product [Cl:1][C:2]1[N:7]=[C:6]([O:8][C:9]2[CH:14]=[CH:13][C:12]([O:15][CH3:16])=[CH:11][C:10]=2[Cl:17])[CH:5]=[C:4]([NH:22][CH2:23][C:24]2[NH:25][C:26]3[CH:32]=[CH:31][CH:30]=[CH:29][C:27]=3[N:28]=2)[N:3]=1, predict the reactants needed to synthesize it. The reactants are: [Cl:1][C:2]1[N:7]=[C:6]([O:8][C:9]2[CH:14]=[CH:13][C:12]([O:15][CH3:16])=[CH:11][C:10]=2[Cl:17])[CH:5]=[C:4](Cl)[N:3]=1.O.Cl.Cl.[NH2:22][CH2:23][C:24]1[NH:25][C:26]2[CH:32]=[CH:31][CH:30]=[CH:29][C:27]=2[N:28]=1.C(N(CC)CC)C.O. (7) Given the product [C:1]([O:5][C:6](=[O:31])[C:7]1[CH:12]=[CH:11][C:10]([C:13]2[CH:17]([F:52])[C:16]([C:22]3[CH:23]=[C:24]([Cl:29])[CH:25]=[C:26]([Cl:28])[CH:27]=3)([C:18]([F:20])([F:19])[F:21])[O:15][N:14]=2)=[CH:9][C:8]=1[CH3:30])([CH3:4])([CH3:3])[CH3:2], predict the reactants needed to synthesize it. The reactants are: [C:1]([O:5][C:6](=[O:31])[C:7]1[CH:12]=[CH:11][C:10]([C:13]2[CH2:17][C:16]([C:22]3[CH:27]=[C:26]([Cl:28])[CH:25]=[C:24]([Cl:29])[CH:23]=3)([C:18]([F:21])([F:20])[F:19])[O:15][N:14]=2)=[CH:9][C:8]=1[CH3:30])([CH3:4])([CH3:3])[CH3:2].C[Si]([N-][Si](C)(C)C)(C)C.[Li+].C1C=CC(S(N(S(C2C=CC=CC=2)(=O)=O)[F:52])(=O)=O)=CC=1. (8) Given the product [Cl:17][C:12]1[C:11](/[C:2](/[NH:27][CH:25]([C:22]2[CH:23]=[N:24][C:19]([Cl:18])=[CH:20][CH:21]=2)[CH3:26])=[C:3](\[C:9]#[N:10])/[C:4]([O:6][CH2:7][CH3:8])=[O:5])=[CH:16][CH:15]=[CH:14][N:13]=1, predict the reactants needed to synthesize it. The reactants are: Cl[C:2]([C:11]1[C:12]([Cl:17])=[N:13][CH:14]=[CH:15][CH:16]=1)=[C:3]([C:9]#[N:10])[C:4]([O:6][CH2:7][CH3:8])=[O:5].[Cl:18][C:19]1[N:24]=[CH:23][C:22]([CH:25]([NH2:27])[CH3:26])=[CH:21][CH:20]=1.C(N(CC)CC)C. (9) Given the product [Cl:11][C:10]1[CH:9]=[C:8]2[C:4]([C:5]([CH:12]=[O:13])=[CH:6][NH:7]2)=[CH:3][C:2]=1[C:19]1[CH:20]=[CH:21][C:16]([CH2:15][OH:14])=[CH:17][CH:18]=1, predict the reactants needed to synthesize it. The reactants are: Br[C:2]1[CH:3]=[C:4]2[C:8](=[CH:9][C:10]=1[Cl:11])[NH:7][CH:6]=[C:5]2[CH:12]=[O:13].[OH:14][CH2:15][C:16]1[CH:21]=[CH:20][C:19](B(O)O)=[CH:18][CH:17]=1.C(=O)([O-])[O-].[K+].[K+].